From a dataset of Peptide-MHC class II binding affinity with 134,281 pairs from IEDB. Regression. Given a peptide amino acid sequence and an MHC pseudo amino acid sequence, predict their binding affinity value. This is MHC class II binding data. (1) The peptide sequence is RRSIPVNEALAAAGL. The MHC is DRB3_0202 with pseudo-sequence DRB3_0202. The binding affinity (normalized) is 0.851. (2) The peptide sequence is KIQNVIIDECY. The MHC is HLA-DPA10201-DPB10501 with pseudo-sequence HLA-DPA10201-DPB10501. The binding affinity (normalized) is 0.0324.